From a dataset of Forward reaction prediction with 1.9M reactions from USPTO patents (1976-2016). Predict the product of the given reaction. (1) Given the reactants Br[C:2]1[C:3]2[C:4]3[CH:17]=[CH:16][S:15][C:5]=3[C:6](=[O:14])[NH:7][C:8]=2[CH:9]=[CH:10][C:11]=1[O:12][CH3:13].CC1(C)C(C)(C)OB(/[CH:26]=[CH:27]/[CH2:28][N:29]2[CH2:34][CH2:33][CH:32]([NH:35][C:36](=[O:42])[O:37][C:38]([CH3:41])([CH3:40])[CH3:39])[CH2:31][CH2:30]2)O1, predict the reaction product. The product is: [CH3:13][O:12][C:11]1[CH:10]=[CH:9][C:8]2[NH:7][C:6](=[O:14])[C:5]3[S:15][CH:16]=[CH:17][C:4]=3[C:3]=2[C:2]=1/[CH:26]=[CH:27]/[CH2:28][N:29]1[CH2:30][CH2:31][CH:32]([NH:35][C:36](=[O:42])[O:37][C:38]([CH3:41])([CH3:40])[CH3:39])[CH2:33][CH2:34]1. (2) The product is: [CH3:31][C:2]1([CH3:1])[C:6]2[C:7]([O:11][C:12]3[N:17]=[CH:16][C:15]([NH:18][C:19]([C@H:20]([NH:22][C:23](=[O:29])[O:24][C:25]([CH3:28])([CH3:27])[CH3:26])[CH2:21][CH3:32])=[O:30])=[CH:14][CH:13]=3)=[CH:8][CH:9]=[CH:10][C:5]=2[O:4][CH2:3]1. Given the reactants [CH3:1][C:2]1([CH3:31])[C:6]2[C:7]([O:11][C:12]3[N:17]=[CH:16][C:15]([NH:18][C:19](=[O:30])[C@H:20]([NH:22][C:23](=[O:29])[O:24][C:25]([CH3:28])([CH3:27])[CH3:26])[CH3:21])=[CH:14][CH:13]=3)=[CH:8][CH:9]=[CH:10][C:5]=2[O:4][CH2:3]1.[CH3:32]C(OC(N[C@@H](C(O)=O)C)=O)(C)C.CC(OC(N[C@H](CC)C(O)=O)=O)(C)C, predict the reaction product. (3) Given the reactants C([N:4]1[CH2:9][CH:8]([C:10]2[CH:15]=[CH:14][C:13]([Cl:16])=[C:12]([Cl:17])[CH:11]=2)[C:7]2[CH:18]=[C:19]([N:21]3[CH2:26][CH2:25][O:24][CH2:23][CH2:22]3)[S:20][C:6]=2[C:5]1=[O:27])C=C.C(O)CC, predict the reaction product. The product is: [Cl:17][C:12]1[CH:11]=[C:10]([CH:8]2[CH2:9][NH:4][C:5](=[O:27])[C:6]3[S:20][C:19]([N:21]4[CH2:22][CH2:23][O:24][CH2:25][CH2:26]4)=[CH:18][C:7]2=3)[CH:15]=[CH:14][C:13]=1[Cl:16]. (4) Given the reactants Cl[C:2]([O:4][CH2:5][CH3:6])=[O:3].[C:7]1(=[O:13])[NH:11][C:10](=[O:12])[CH:9]=[CH:8]1.C(N(CC)CC)C.CO, predict the reaction product. The product is: [CH2:5]([O:4][C:2]([N:11]1[C:7](=[O:13])[CH:8]=[CH:9][C:10]1=[O:12])=[O:3])[CH3:6]. (5) Given the reactants [CH2:1]([O:3][C:4](=[O:19])/[CH:5]=[C:6](/[O:8][C:9]1[CH:14]=[CH:13][CH:12]=[CH:11][C:10]=1[C:15]([CH3:18])([CH3:17])[CH3:16])\[CH3:7])[CH3:2].[Br:20]N1C(=O)CCC1=O.C(OOC(=O)C1C=CC=CC=1)(=O)C1C=CC=CC=1, predict the reaction product. The product is: [CH2:1]([O:3][C:4](=[O:19])/[CH:5]=[C:6](/[O:8][C:9]1[CH:14]=[CH:13][CH:12]=[CH:11][C:10]=1[C:15]([CH3:18])([CH3:17])[CH3:16])\[CH2:7][Br:20])[CH3:2]. (6) Given the reactants [F:1][C:2]1[C:7]([S:8]([NH-:11])(=[O:10])=[O:9])=[C:6]([F:12])[C:5]([F:13])=[C:4](F)[C:3]=1[F:15].[SH:16][CH2:17][CH2:18][OH:19].CO, predict the reaction product. The product is: [F:12][C:6]1[C:5]([F:13])=[C:4]([S:16][CH2:17][CH2:18][OH:19])[C:3]([F:15])=[C:2]([F:1])[C:7]=1[S:8]([NH2:11])(=[O:9])=[O:10]. (7) Given the reactants C[O:2][C:3](=[O:15])[C:4]([C:6]1[C:14]2[C:9](=[N:10][CH:11]=[CH:12][CH:13]=2)[NH:8][CH:7]=1)=[O:5].C([O-])([O-])=O.[K+:20].[K+], predict the reaction product. The product is: [NH:8]1[C:9]2[C:14](=[CH:13][CH:12]=[CH:11][N:10]=2)[C:6]([C:4](=[O:5])[C:3]([O-:15])=[O:2])=[CH:7]1.[K+:20].